From a dataset of Forward reaction prediction with 1.9M reactions from USPTO patents (1976-2016). Predict the product of the given reaction. Given the reactants C([SiH](CC)CC)C.[CH2:8]([O:10][C:11]([C:13]1[NH:14][C:15]([C:18](=O)[CH2:19][CH2:20][C:21]2[CH:26]=[CH:25][CH:24]=[CH:23][CH:22]=2)=[CH:16][CH:17]=1)=[O:12])[CH3:9], predict the reaction product. The product is: [CH2:8]([O:10][C:11]([C:13]1[NH:14][C:15]([CH2:18][CH2:19][CH2:20][C:21]2[CH:22]=[CH:23][CH:24]=[CH:25][CH:26]=2)=[CH:16][CH:17]=1)=[O:12])[CH3:9].